This data is from Catalyst prediction with 721,799 reactions and 888 catalyst types from USPTO. The task is: Predict which catalyst facilitates the given reaction. Reactant: C([O:8][C:9]1[CH:14]=[CH:13][C:12]([C:15]2[N:19]([CH:20]3[CH2:22][CH2:21]3)[C:18]([C:23]3([C:27]4[S:28][CH:29]=[CH:30][CH:31]=4)[CH2:26][CH2:25][CH2:24]3)=[N:17][N:16]=2)=[CH:11][CH:10]=1)C1C=CC=CC=1.O1CCOCC1. Product: [CH:20]1([N:19]2[C:18]([C:23]3([C:27]4[S:28][CH:29]=[CH:30][CH:31]=4)[CH2:24][CH2:25][CH2:26]3)=[N:17][N:16]=[C:15]2[C:12]2[CH:13]=[CH:14][C:9]([OH:8])=[CH:10][CH:11]=2)[CH2:22][CH2:21]1. The catalyst class is: 293.